From a dataset of Forward reaction prediction with 1.9M reactions from USPTO patents (1976-2016). Predict the product of the given reaction. Given the reactants [F:1][C:2]1[CH:7]=[C:6]([C:8]2[N:9]([CH3:22])[C:10]([S:20][CH3:21])=[N:11][C:12]=2[C:13]2[CH:18]=[CH:17][C:16]([F:19])=[CH:15][CH:14]=2)[CH:5]=[CH:4][N:3]=1.[OH:23]O, predict the reaction product. The product is: [F:1][C:2]1[CH:7]=[C:6]([C:8]2[N:9]([CH3:22])[C:10]([S:20]([CH3:21])=[O:23])=[N:11][C:12]=2[C:13]2[CH:14]=[CH:15][C:16]([F:19])=[CH:17][CH:18]=2)[CH:5]=[CH:4][N:3]=1.